This data is from Forward reaction prediction with 1.9M reactions from USPTO patents (1976-2016). The task is: Predict the product of the given reaction. The product is: [F:14][C:15]1[CH:23]=[CH:22][CH:21]=[CH:20][C:16]=1[C:17]([NH:6][C:3]1[CH:4]=[CH:5][NH:1][N:2]=1)=[O:18]. Given the reactants [NH:1]1[CH:5]=[CH:4][C:3]([NH2:6])=[N:2]1.C(N(CC)CC)C.[F:14][C:15]1[CH:23]=[CH:22][CH:21]=[CH:20][C:16]=1[C:17](Cl)=[O:18], predict the reaction product.